This data is from Forward reaction prediction with 1.9M reactions from USPTO patents (1976-2016). The task is: Predict the product of the given reaction. (1) Given the reactants [CH2:1]([O:8][C:9](=[O:41])[NH:10][C@@H:11]1[CH2:17][CH2:16][CH2:15][N:14]([C:18]2[N:19]([CH3:40])[N:20]=[CH:21][C:22]=2[NH:23][C:24]([C:26]2[N:27]=[C:28](Br)[S:29][C:30]=2[NH:31][C:32]([O:34][C:35]([CH3:38])([CH3:37])[CH3:36])=[O:33])=[O:25])[CH2:13][CH2:12]1)[C:2]1[CH:7]=[CH:6][CH:5]=[CH:4][CH:3]=1.[F:42][C:43]1[CH:48]=[C:47]([F:49])[CH:46]=[CH:45][C:44]=1B1OC(C)(C)C(C)(C)O1.C(=O)([O-])[O-].[Cs+].[Cs+].ClCCl, predict the reaction product. The product is: [CH2:1]([O:8][C:9](=[O:41])[NH:10][C@@H:11]1[CH2:17][CH2:16][CH2:15][N:14]([C:18]2[N:19]([CH3:40])[N:20]=[CH:21][C:22]=2[NH:23][C:24]([C:26]2[N:27]=[C:28]([C:46]3[CH:45]=[CH:44][C:43]([F:42])=[CH:48][C:47]=3[F:49])[S:29][C:30]=2[NH:31][C:32]([O:34][C:35]([CH3:38])([CH3:37])[CH3:36])=[O:33])=[O:25])[CH2:13][CH2:12]1)[C:2]1[CH:7]=[CH:6][CH:5]=[CH:4][CH:3]=1. (2) Given the reactants Br[C:2]1[CH:3]=[C:4]2[C@:15]3([N:20]=[C:19]([NH2:21])[CH2:18][O:17][CH2:16]3)[C:14]3[CH:13]=[C:12](Cl)[N:11]=[CH:10][C:9]=3[O:8][C:5]2=[CH:6][CH:7]=1.[F:23][C:24]1[CH:25]=[C:26](B(O)O)[CH:27]=[N:28][CH:29]=1.Cl.[F:34][C:35]1([F:40])[CH2:39][CH2:38][NH:37][CH2:36]1, predict the reaction product. The product is: [F:34][C:35]1([F:40])[CH2:39][CH2:38][N:37]([C:12]2[N:11]=[CH:10][C:9]3[O:8][C:5]4[C:4]([C@:15]5([N:20]=[C:19]([NH2:21])[CH2:18][O:17][CH2:16]5)[C:14]=3[CH:13]=2)=[CH:3][C:2]([C:26]2[CH:27]=[N:28][CH:29]=[C:24]([F:23])[CH:25]=2)=[CH:7][CH:6]=4)[CH2:36]1. (3) Given the reactants C(OC([N:8]1[CH2:14][CH2:13][CH2:12][N:11]([C:15]2[N:23]([CH2:24][C:25]#[C:26][CH3:27])[C:22]3[C:21](=[O:28])[N:20]([CH3:29])[C:19](=[O:30])[N:18]([CH3:31])[C:17]=3[C:16]=2[C:32](=[O:36])[N:33]([CH3:35])[CH3:34])[CH2:10][CH2:9]1)=O)(C)(C)C.C(=O)(O)[O-].[Na+], predict the reaction product. The product is: [CH2:24]([N:23]1[C:22]2[C:21](=[O:28])[N:20]([CH3:29])[C:19](=[O:30])[N:18]([CH3:31])[C:17]=2[C:16]([C:32]([N:33]([CH3:35])[CH3:34])=[O:36])=[C:15]1[N:11]1[CH2:12][CH2:13][CH2:14][NH:8][CH2:9][CH2:10]1)[C:25]#[C:26][CH3:27]. (4) Given the reactants Br[C:2]1[CH:10]=[C:9]2[C:5]([CH2:6][C:7]3([CH2:21][CH2:20][C:15]4[CH:16]=[N:17][N:18]=[CH:19][C:14]=4[CH2:13][CH2:12]3)[C:8]2=[O:11])=[CH:4][CH:3]=1.Br[C:23]1[CH:31]=[C:30]2[C:26]([CH2:27][C:28]3([CH2:42][CH2:41][CH2:40][C:35]4[CH:36]=[N:37][N:38]=[CH:39][C:34]=4[CH2:33]3)[C:29]2=[O:32])=[CH:25][CH:24]=1.[C:43]([C:45]1[CH:46]=[C:47](B(O)O)[CH:48]=[CH:49][CH:50]=1)#[N:44].C([O-])([O-])=O.[Cs+].[Cs+], predict the reaction product. The product is: [O:11]=[C:8]1[C:9]2[C:5](=[CH:4][CH:3]=[C:2]([C:49]3[CH:50]=[C:45]([CH:46]=[CH:47][CH:48]=3)[C:43]#[N:44])[CH:10]=2)[CH2:6][C:7]21[CH2:12][CH2:13][C:14]1[CH:19]=[N:18][N:17]=[CH:16][C:15]=1[CH2:20][CH2:21]2.[O:32]=[C:29]1[C:30]2[C:26](=[CH:25][CH:24]=[C:23]([C:49]3[CH:50]=[C:45]([CH:46]=[CH:47][CH:48]=3)[C:43]#[N:44])[CH:31]=2)[CH2:27][C:28]21[CH2:42][CH2:41][CH2:40][C:35]1[CH:36]=[N:37][N:38]=[CH:39][C:34]=1[CH2:33]2. (5) Given the reactants [Cl:1][C:2]1[CH:3]=[C:4]([NH:10][C:11]2[N:16]=[CH:15][C:14]([CH:17]3[CH2:22][CH2:21][N:20]([C:23](OC(C)(C)C)=O)[CH2:19][CH2:18]3)=[CH:13][CH:12]=2)[C:5](=[O:9])[N:6]([CH3:8])[N:7]=1.O, predict the reaction product. The product is: [Cl:1][C:2]1[CH:3]=[C:4]([NH:10][C:11]2[N:16]=[CH:15][C:14]([CH:17]3[CH2:22][CH2:21][N:20]([CH3:23])[CH2:19][CH2:18]3)=[CH:13][CH:12]=2)[C:5](=[O:9])[N:6]([CH3:8])[N:7]=1. (6) Given the reactants [C-:1]#[N:2].[K+].[C:4]([O:8][C:9]([O:11][N:12]1[C:20]2[C:15](=[CH:16][CH:17]=[C:18]([O:21][CH3:22])[CH:19]=2)[C:14]([CH2:23]Br)=[N:13]1)=[O:10])([CH3:7])([CH3:6])[CH3:5], predict the reaction product. The product is: [C:4]([O:8][C:9]([O:11][N:12]1[C:20]2[C:15](=[CH:16][CH:17]=[C:18]([O:21][CH3:22])[CH:19]=2)[C:14]([CH2:23][C:1]#[N:2])=[N:13]1)=[O:10])([CH3:7])([CH3:6])[CH3:5].